This data is from Forward reaction prediction with 1.9M reactions from USPTO patents (1976-2016). The task is: Predict the product of the given reaction. (1) Given the reactants [C:1]([SiH2:5][O:6][C:7]([CH3:25])([CH3:24])[C:8]1[CH:9]=[C:10]([C:14]2[N:22]3[C:17]([CH:18]=[N:19][C:20](O)=[N:21]3)=[CH:16][CH:15]=2)[CH:11]=[CH:12][CH:13]=1)([CH3:4])([CH3:3])[CH3:2].[NH2:26][C:27]1[CH:32]=[CH:31][C:30]([CH:33]2[CH2:38][CH2:37][N:36]([CH2:39][C:40]([NH2:42])=[O:41])[CH2:35][CH2:34]2)=[CH:29][CH:28]=1, predict the reaction product. The product is: [C:1]([SiH2:5][O:6][C:7]([CH3:25])([CH3:24])[C:8]1[CH:9]=[C:10]([C:14]2[N:22]3[C:17]([CH:18]=[N:19][C:20]([NH:26][C:27]4[CH:32]=[CH:31][C:30]([CH:33]5[CH2:34][CH2:35][N:36]([CH2:39][C:40]([NH2:42])=[O:41])[CH2:37][CH2:38]5)=[CH:29][CH:28]=4)=[N:21]3)=[CH:16][CH:15]=2)[CH:11]=[CH:12][CH:13]=1)([CH3:3])([CH3:2])[CH3:4]. (2) Given the reactants Cl[C:2]1[N:3]=[C:4]([N:20]2[CH2:25][CH2:24][O:23][CH2:22][CH2:21]2)[C:5]2[N:11]=[C:10]([C:12]([O:14][CH3:15])=[O:13])[CH:9]=[C:8]([S:16]([CH3:19])(=[O:18])=[O:17])[C:6]=2[N:7]=1.[NH:26]1[CH:30]=[CH:29][N:28]=[CH:27]1.C([O-])([O-])=O.[K+].[K+], predict the reaction product. The product is: [N:26]1([C:2]2[N:3]=[C:4]([N:20]3[CH2:25][CH2:24][O:23][CH2:22][CH2:21]3)[C:5]3[N:11]=[C:10]([C:12]([O:14][CH3:15])=[O:13])[CH:9]=[C:8]([S:16]([CH3:19])(=[O:18])=[O:17])[C:6]=3[N:7]=2)[CH:30]=[CH:29][N:28]=[CH:27]1. (3) Given the reactants Br[C:2]1[S:6][C:5]([C:7]2[CH:11]=[CH:10][N:9]([CH3:12])[N:8]=2)=[CH:4][CH:3]=1.[CH3:13][S:14]([C:17]1[CH:18]=[C:19](B(O)O)[CH:20]=[CH:21][CH:22]=1)(=[O:16])=[O:15].C([O-])([O-])=O.[K+].[K+].O, predict the reaction product. The product is: [CH3:13][S:14]([C:17]1[CH:22]=[C:21]([C:2]2[S:6][C:5]([C:7]3[CH:11]=[CH:10][N:9]([CH3:12])[N:8]=3)=[CH:4][CH:3]=2)[CH:20]=[CH:19][CH:18]=1)(=[O:16])=[O:15]. (4) Given the reactants Br[C:2]1[N:6]=[C:5]([C:7]2[CH:12]=[CH:11][C:10]([O:13][CH:14]([CH3:16])[CH3:15])=[C:9]([Cl:17])[CH:8]=2)[S:4][N:3]=1.[CH2:18]([C:20]1[C:27](B2OC(C)(C)C(C)(C)O2)=[CH:26][CH:25]=[CH:24][C:21]=1[CH:22]=[O:23])[CH3:19].P([O-])([O-])([O-])=O.[K+].[K+].[K+], predict the reaction product. The product is: [Cl:17][C:9]1[CH:8]=[C:7]([C:5]2[S:4][N:3]=[C:2]([C:27]3[C:20]([CH2:18][CH3:19])=[C:21]([CH:24]=[CH:25][CH:26]=3)[CH:22]=[O:23])[N:6]=2)[CH:12]=[CH:11][C:10]=1[O:13][CH:14]([CH3:16])[CH3:15]. (5) Given the reactants [Cl:1][C:2]1[CH:7]=[CH:6][CH:5]=[CH:4][C:3]=1[N:8]1[C:12]([S:13][C:14]2[CH:15]=[N:16][CH:17]=[C:18]([F:20])[CH:19]=2)=[CH:11][C:10]([C:21](OCC)=[O:22])=[N:9]1.[H-].C([Al+]CC(C)C)C(C)C.C1(C)C=CC=CC=1.O.O.O.O.O.O.O.O.O.O.[O-]S([O-])(=O)=O.[Na+].[Na+], predict the reaction product. The product is: [Cl:1][C:2]1[CH:7]=[CH:6][CH:5]=[CH:4][C:3]=1[N:8]1[C:12]([S:13][C:14]2[CH:15]=[N:16][CH:17]=[C:18]([F:20])[CH:19]=2)=[CH:11][C:10]([CH2:21][OH:22])=[N:9]1. (6) Given the reactants [CH2:1]([S:3]([CH2:6][CH2:7][O:8][C:9]1[CH:14]=[C:13]([CH3:15])[C:12]([C:16]2[CH:21]=[CH:20][CH:19]=[C:18]([CH2:22][N:23](S(C3C=CC=CC=3[N+]([O-])=O)(=O)=O)[C:24]3[CH:29]=[CH:28][C:27]([CH2:30][CH2:31][C:32]([O:34][C:35]([CH3:38])([CH3:37])[CH3:36])=[O:33])=[C:26]([F:39])[CH:25]=3)[CH:17]=2)=[C:11]([CH3:52])[CH:10]=1)(=[O:5])=[O:4])[CH3:2].SCC(O)=O.O.[OH-].[Li+], predict the reaction product. The product is: [CH2:1]([S:3]([CH2:6][CH2:7][O:8][C:9]1[CH:14]=[C:13]([CH3:15])[C:12]([C:16]2[CH:21]=[CH:20][CH:19]=[C:18]([CH2:22][NH:23][C:24]3[CH:29]=[CH:28][C:27]([CH2:30][CH2:31][C:32]([O:34][C:35]([CH3:37])([CH3:36])[CH3:38])=[O:33])=[C:26]([F:39])[CH:25]=3)[CH:17]=2)=[C:11]([CH3:52])[CH:10]=1)(=[O:4])=[O:5])[CH3:2]. (7) The product is: [C@@H:1]12[N:8]([C:9]3[CH:18]=[N:17][C:16]4[C:11](=[CH:12][CH:13]=[CH:14][CH:15]=4)[N:10]=3)[CH2:7][C@@H:6]1[CH2:5][CH2:4][NH:3][CH2:2]2. Given the reactants [CH:1]12[N:8]([C:9]3[CH:18]=[N:17][C:16]4[C:11](=[CH:12][CH:13]=[CH:14][CH:15]=4)[N:10]=3)[CH2:7][CH:6]1[CH2:5][CH2:4][NH:3][CH2:2]2.C(OC(N1CCC2C(NC2)C1)=O)(C)(C)C, predict the reaction product. (8) Given the reactants [C:1]([C:5]1[CH:18]=[CH:17][C:16]2[C:15]([C:20]3[CH:25]=[CH:24][C:23]([C:26]4[O:27][C:28]([C:31]5[CH:36]=[CH:35][CH:34]=[CH:33][CH:32]=5)=[N:29][N:30]=4)=[CH:22][CH:21]=3)(O)[C:14]3[C:9](=[CH:10][CH:11]=[CH:12][CH:13]=3)[C:8]([C:38]3[CH:43]=[CH:42][C:41]([C:44]4[O:45][C:46]([C:49]5[CH:54]=[CH:53][CH:52]=[CH:51][CH:50]=5)=[N:47][N:48]=4)=[CH:40][CH:39]=3)(O)[C:7]=2[CH:6]=1)([CH3:4])([CH3:3])[CH3:2].[I-].[K+].O.[PH2](=O)[O-].[Na+].[PH2](=O)O.C(=O)([O-])O.[Na+], predict the reaction product. The product is: [C:1]([C:5]1[CH:18]=[CH:17][C:16]2[C:7](=[C:8]([C:38]3[CH:39]=[CH:40][C:41]([C:44]4[O:45][C:46]([C:49]5[CH:54]=[CH:53][CH:52]=[CH:51][CH:50]=5)=[N:47][N:48]=4)=[CH:42][CH:43]=3)[C:9]3[C:14]([C:15]=2[C:20]2[CH:21]=[CH:22][C:23]([C:26]4[O:27][C:28]([C:31]5[CH:36]=[CH:35][CH:34]=[CH:33][CH:32]=5)=[N:29][N:30]=4)=[CH:24][CH:25]=2)=[CH:13][CH:12]=[CH:11][CH:10]=3)[CH:6]=1)([CH3:4])([CH3:2])[CH3:3].